Dataset: Reaction yield outcomes from USPTO patents with 853,638 reactions. Task: Predict the reaction yield, written as a fraction of the theoretical maximum amount of product (1.0 means a 100% yield; for example, 0.34 means a 34% yield). (1) The reactants are C([O:5][C:6](=[O:40])[CH2:7][O:8][C:9]1[CH:14]=[CH:13][C:12]([CH2:15][NH:16][C:17]2[CH:18]=[C:19]3[C:24](=[CH:25][CH:26]=2)[N:23]=[CH:22][C:21]([C:27]#[N:28])=[C:20]3[NH:29][C:30]2[CH:35]=[CH:34][C:33]([F:36])=[C:32]([Cl:37])[CH:31]=2)=[CH:11][C:10]=1[C:38]#[N:39])(C)(C)C.O.O.O.O.O.O.O.[Cl-].[Ce+3].[Cl-].[Cl-].[I-].[K+]. The catalyst is C(#N)C. The product is [Cl:37][C:32]1[CH:31]=[C:30]([NH:29][C:20]2[C:19]3[C:24](=[CH:25][CH:26]=[C:17]([NH:16][CH2:15][C:12]4[CH:13]=[CH:14][C:9]([O:8][CH2:7][C:6]([OH:40])=[O:5])=[C:10]([C:38]#[N:39])[CH:11]=4)[CH:18]=3)[N:23]=[CH:22][C:21]=2[C:27]#[N:28])[CH:35]=[CH:34][C:33]=1[F:36]. The yield is 0.330. (2) The reactants are Cl[C:2]1[CH:3]=[C:4]([CH:7]=[CH:8][C:9]=1[NH2:10])[O:5][CH3:6].[C:11]([O:14]C(=O)C)(=O)[CH3:12].CCCCCC.C(Cl)[Cl:25]. No catalyst specified. The product is [Cl:25][C:3]1[CH:2]=[C:9]([NH:10][C:11](=[O:14])[CH3:12])[CH:8]=[CH:7][C:4]=1[O:5][CH3:6]. The yield is 0.890. (3) The reactants are [F:1][CH2:2][CH2:3][NH:4][C:5]1[CH:10]=[CH:9][N:8]=[C:7]([NH2:11])[CH:6]=1.Br[CH2:13][C:14]([C:16]1[CH:21]=[CH:20][CH:19]=[C:18]([OH:22])[CH:17]=1)=O. The product is [F:1][CH2:2][CH2:3][NH:4][C:5]1[CH:10]=[CH:9][N:8]2[CH:13]=[C:14]([C:16]3[CH:17]=[C:18]([OH:22])[CH:19]=[CH:20][CH:21]=3)[N:11]=[C:7]2[CH:6]=1. No catalyst specified. The yield is 0.110. (4) The reactants are C(Cl)(=O)C(Cl)=O.CS(C)=O.[CH3:11][C:12]1[N:17]=[CH:16][C:15]([CH2:18][OH:19])=[CH:14][CH:13]=1.C(N(CC)CC)C. The catalyst is ClCCl.O. The product is [CH3:11][C:12]1[CH:13]=[CH:14][C:15]([CH:18]=[O:19])=[CH:16][N:17]=1. The yield is 0.850. (5) The reactants are [Cl:1][C:2]1[C:3]([NH:12][C:13]2[CH:17]=[C:16]([O:18][CH:19]([CH3:21])[CH3:20])[NH:15][N:14]=2)=[N:4][C:5](Cl)=[C:6]([N+:8]([O-:10])=[O:9])[CH:7]=1.[F:22][C:23]1[CH:28]=[CH:27][C:26]([C@@H:29]([NH2:31])[CH3:30])=[CH:25][CH:24]=1.CCN(C(C)C)C(C)C. The catalyst is CCCCO. The product is [Cl:1][C:2]1[C:3]([NH:12][C:13]2[CH:17]=[C:16]([O:18][CH:19]([CH3:21])[CH3:20])[NH:15][N:14]=2)=[N:4][C:5]([NH:31][C@H:29]([C:26]2[CH:27]=[CH:28][C:23]([F:22])=[CH:24][CH:25]=2)[CH3:30])=[C:6]([N+:8]([O-:10])=[O:9])[CH:7]=1. The yield is 0.980. (6) The reactants are [CH3:1][Si:2]([CH3:15])([CH3:14])[CH2:3][CH2:4][O:5][CH2:6][N:7]1[CH:11]=[C:10]([C:12]#[N:13])[N:9]=[CH:8]1.[Br:16]N1C(=O)CCC1=O.N(C(C)(C)C#N)=NC(C)(C)C#N. The catalyst is C(Cl)(Cl)(Cl)Cl.CCOC(C)=O. The product is [Br:16][C:8]1[N:7]([CH2:6][O:5][CH2:4][CH2:3][Si:2]([CH3:15])([CH3:14])[CH3:1])[CH:11]=[C:10]([C:12]#[N:13])[N:9]=1. The yield is 0.770. (7) The reactants are [Cl-].O[NH3+:3].[C:4](=[O:7])([O-])[OH:5].[Na+].CS(C)=O.[CH2:13]([C:17]1[N:18]=[C:19]([CH3:48])[N:20]([CH2:39][C:40]2[CH:41]=[N:42][C:43]([CH2:46][CH3:47])=[CH:44][CH:45]=2)[C:21](=[O:38])[C:22]=1[CH2:23][C:24]1[CH:29]=[CH:28][C:27]([C:30]2[C:31]([C:36]#[N:37])=[CH:32][CH:33]=[CH:34][CH:35]=2)=[CH:26][CH:25]=1)[CH2:14][CH2:15][CH3:16]. The catalyst is C(OCC)(=O)C. The product is [CH2:13]([C:17]1[N:18]=[C:19]([CH3:48])[N:20]([CH2:39][C:40]2[CH:41]=[N:42][C:43]([CH2:46][CH3:47])=[CH:44][CH:45]=2)[C:21](=[O:38])[C:22]=1[CH2:23][C:24]1[CH:25]=[CH:26][C:27]([C:30]2[CH:35]=[CH:34][CH:33]=[CH:32][C:31]=2[C:36]2[NH:3][C:4](=[O:7])[O:5][N:37]=2)=[CH:28][CH:29]=1)[CH2:14][CH2:15][CH3:16]. The yield is 0.360. (8) The reactants are [C:1](Cl)(Cl)=[S:2].[Br:5][C:6]1[CH:7]=[C:8]([CH:12]([C:14]2[CH:18]=[CH:17][O:16][CH:15]=2)[NH2:13])[CH:9]=[CH:10][CH:11]=1.C(=O)(O)[O-].[Na+]. The catalyst is ClCCl. The product is [Br:5][C:6]1[CH:7]=[C:8]([CH:12]([N:13]=[C:1]=[S:2])[C:14]2[CH:18]=[CH:17][O:16][CH:15]=2)[CH:9]=[CH:10][CH:11]=1. The yield is 1.00. (9) The reactants are [CH2:1]([O:3][C:4](=[O:24])[C:5]([O:21][CH2:22][CH3:23])=[CH:6][C:7]1[CH:12]=[CH:11][C:10]([O:13]CC2C=CC=CC=2)=[CH:9][N:8]=1)[CH3:2]. The catalyst is C(O)C.[Pd]. The product is [CH2:1]([O:3][C:4](=[O:24])[CH:5]([O:21][CH2:22][CH3:23])[CH2:6][C:7]1[CH:12]=[CH:11][C:10]([OH:13])=[CH:9][N:8]=1)[CH3:2]. The yield is 0.930. (10) The reactants are Br[C:10]1[CH:9]=[C:8]2[C:8](=[CH:9][CH:10]=1)[C@:7](N=C=O)([C:11](OC)=O)[CH2:11][CH2:7]2.F[C:19]1[CH:24]=[CH:23][C:22]([CH2:25][NH2:26])=[CH:21][CH:20]=1.[BH-](OC(C)=O)(OC(C)=O)OC(C)=O.[Na+]. The catalyst is CO. The product is [CH2:25]([NH:26][C@@H:9]([CH:8]1[CH2:7][CH2:11]1)[CH3:10])[C:22]1[CH:23]=[CH:24][CH:19]=[CH:20][CH:21]=1. The yield is 0.670.